From a dataset of Catalyst prediction with 721,799 reactions and 888 catalyst types from USPTO. Predict which catalyst facilitates the given reaction. (1) Reactant: [F:1][C:2]1([F:13])[C:11]2[C:6](=[CH:7][CH:8]=[C:9]([F:12])[CH:10]=2)[CH2:5][CH2:4][CH2:3]1.IN1C(=O)[CH2:18][CH2:17][C:16]1=O.F.FC1C=C2C(CCCC32SCCS3)=CC=1.S([O-])([O-])(=[O:40])=S.[Na+].[Na+]. Product: [F:13][C:2]1([F:1])[C:11]2[C:6](=[CH:7][CH:8]=[C:9]([F:12])[CH:10]=2)[C@H:5]([CH:17]([CH3:18])[CH3:16])[C:4](=[O:40])[CH2:3]1. The catalyst class is: 272. (2) Reactant: [F:1][C:2]1[CH:7]=[CH:6][CH:5]=[CH:4][C:3]=1[C:8]1[CH:13]=[CH:12][C:11]([CH2:14][C:15]([O:17]C)=[O:16])=[CH:10][CH:9]=1.[OH-].[K+]. Product: [F:1][C:2]1[CH:7]=[CH:6][CH:5]=[CH:4][C:3]=1[C:8]1[CH:13]=[CH:12][C:11]([CH2:14][C:15]([OH:17])=[O:16])=[CH:10][CH:9]=1. The catalyst class is: 40. (3) Reactant: [Br:1][C:2]1[CH:11]=[CH:10][C:5]([O:6][CH2:7][CH2:8][OH:9])=[CH:4][CH:3]=1.C(N(CC)CC)C.[CH3:19][S:20](Cl)(=[O:22])=[O:21]. Product: [CH3:19][S:20]([O:9][CH2:8][CH2:7][O:6][C:5]1[CH:10]=[CH:11][C:2]([Br:1])=[CH:3][CH:4]=1)(=[O:22])=[O:21]. The catalyst class is: 2.